Dataset: Reaction yield outcomes from USPTO patents with 853,638 reactions. Task: Predict the reaction yield, written as a fraction of the theoretical maximum amount of product (1.0 means a 100% yield; for example, 0.34 means a 34% yield). (1) The reactants are I.[NH2:2][C:3]1[C:4]([C:11]([NH:13][C:14](=[NH:17])SC)=[O:12])=[N:5][C:6]([Cl:10])=[C:7]([NH2:9])[N:8]=1.[OH:18][C:19]1[CH:24]=[CH:23][C:22]([CH2:25][CH2:26][CH2:27][CH2:28][CH2:29][NH2:30])=[CH:21][CH:20]=1. The catalyst is C1COCC1.CO. The product is [ClH:10].[OH:18][C:19]1[CH:20]=[CH:21][C:22]([CH2:25][CH2:26][CH2:27][CH2:28][CH2:29][NH:30][C:14]([NH:13][C:11]([C:4]2[C:3]([NH2:2])=[N:8][C:7]([NH2:9])=[C:6]([Cl:10])[N:5]=2)=[O:12])=[NH:17])=[CH:23][CH:24]=1. The yield is 0.390. (2) The reactants are [F:1][C:2]([F:15])([O:6][C:7]1[CH:8]=[C:9]([CH:12]=[CH:13][CH:14]=1)[CH:10]=[O:11])[CH:3]([F:5])[F:4].[O:16]([C:23]1[CH:24]=[C:25]([NH:29][CH2:30][CH:31](O)[C:32]([F:35])([F:34])[F:33])[CH:26]=[CH:27][CH:28]=1)[C:17]1[CH:22]=[CH:21][CH:20]=[CH:19][CH:18]=1. The catalyst is [Zn+2].[I-].[I-].C1(C)C=CC=CC=1. The product is [O:16]([C:23]1[CH:24]=[C:25]([N:29]2[CH2:30][CH:31]([C:32]([F:33])([F:34])[F:35])[O:11][CH:10]2[C:9]2[CH:12]=[CH:13][CH:14]=[C:7]([O:6][C:2]([F:15])([F:1])[CH:3]([F:4])[F:5])[CH:8]=2)[CH:26]=[CH:27][CH:28]=1)[C:17]1[CH:18]=[CH:19][CH:20]=[CH:21][CH:22]=1. The yield is 0.920. (3) The reactants are CCCC.I[C:6]1[CH:7]=[C:8]2[C:13](=[CH:14][CH:15]=1)[N:12]=[CH:11][N:10]=[C:9]2[O:16][C:17]1[CH:22]=[CH:21][CH:20]=[CH:19][CH:18]=1.[CH:23]([C:25]1[CH:30]=[CH:29][C:28](B(O)O)=[CH:27][CH:26]=1)=[O:24].C([O-])([O-])=O.[Na+].[Na+]. The catalyst is C1C=CC(C#N)=CC=1.C1C=CC(C#N)=CC=1.Cl[Pd]Cl.CCO.O1CCCC1.C1(C)C=CC=CC=1. The product is [O:16]([C:9]1[C:8]2[C:13](=[CH:14][CH:15]=[C:6]([C:28]3[CH:29]=[CH:30][C:25]([CH:23]=[O:24])=[CH:26][CH:27]=3)[CH:7]=2)[N:12]=[CH:11][N:10]=1)[C:17]1[CH:22]=[CH:21][CH:20]=[CH:19][CH:18]=1. The yield is 0.940. (4) The reactants are Br[C:2]1[CH:3]=[C:4]2[C:9](=[CH:10][CH:11]=1)[N:8]=[CH:7][C:6]([C:12](=[O:14])[CH3:13])=[C:5]2[NH:15][C:16]1[CH:21]=[CH:20][C:19]([CH2:22][N:23]([CH3:25])[CH3:24])=[CH:18][CH:17]=1.[Cl:26][C:27]1[CH:32]=[C:31](B2OC(C)(C)C(C)(C)O2)[CH:30]=[C:29]([Cl:42])[C:28]=1[OH:43]. The catalyst is ClCCl.CO. The product is [Cl:26][C:27]1[CH:32]=[C:31]([C:2]2[CH:3]=[C:4]3[C:9](=[CH:10][CH:11]=2)[N:8]=[CH:7][C:6]([C:12](=[O:14])[CH3:13])=[C:5]3[NH:15][C:16]2[CH:21]=[CH:20][C:19]([CH2:22][N:23]([CH3:24])[CH3:25])=[CH:18][CH:17]=2)[CH:30]=[C:29]([Cl:42])[C:28]=1[OH:43]. The yield is 0.940. (5) The reactants are [CH2:1]([C:5]1[S:9][C:8]([S:10](Cl)(=[O:12])=[O:11])=[CH:7][CH:6]=1)[CH2:2][CH2:3][CH3:4].[NH2:14][C:15]1[CH:19]=[C:18]([CH3:20])[O:17][N:16]=1. The catalyst is N1C=CC=CC=1. The product is [CH2:1]([C:5]1[S:9][C:8]([S:10]([NH:14][C:15]2[CH:19]=[C:18]([CH3:20])[O:17][N:16]=2)(=[O:12])=[O:11])=[CH:7][CH:6]=1)[CH2:2][CH2:3][CH3:4]. The yield is 0.710. (6) The reactants are [CH2:1]([N:8]1[CH:16]=[C:15]2[C:10]([CH:11]=[C:12]([C:17]3[CH:18]=[C:19]([CH:27]4[CH2:31][CH2:30][NH:29][CH2:28]4)[N:20]4[C:25]=3[C:24]([NH2:26])=[N:23][CH:22]=[N:21]4)[CH:13]=[CH:14]2)=[N:9]1)[C:2]1[CH:7]=[CH:6][CH:5]=[CH:4][CH:3]=1.[CH3:32][N:33]1[CH2:38][CH2:37][N:36]([C:39](Cl)=[O:40])[CH2:35][CH2:34]1. The catalyst is C(Cl)Cl. The product is [CH2:1]([N:8]1[CH:16]=[C:15]2[C:10]([CH:11]=[C:12]([C:17]3[CH:18]=[C:19]([CH:27]4[CH2:31][CH2:30][N:29]([C:39]([N:36]5[CH2:37][CH2:38][N:33]([CH3:32])[CH2:34][CH2:35]5)=[O:40])[CH2:28]4)[N:20]4[C:25]=3[C:24]([NH2:26])=[N:23][CH:22]=[N:21]4)[CH:13]=[CH:14]2)=[N:9]1)[C:2]1[CH:3]=[CH:4][CH:5]=[CH:6][CH:7]=1. The yield is 0.200.